This data is from Forward reaction prediction with 1.9M reactions from USPTO patents (1976-2016). The task is: Predict the product of the given reaction. The product is: [NH2:1][C:2]1[C:3]2[N:4]([C:8]([C@H:12]3[CH2:17][CH2:16][C@H:15]([CH2:18][OH:19])[CH2:14][CH2:13]3)=[N:9][C:10]=2[C:27]2[CH:26]=[C:25]3[C:30]([C:21]([CH3:20])=[CH:22][C:23]([C:40]4[CH:45]=[CH:44][CH:43]=[CH:42][CH:41]=4)=[N:24]3)=[CH:29][CH:28]=2)[CH:5]=[CH:6][N:7]=1. Given the reactants [NH2:1][C:2]1[C:3]2[N:4]([C:8]([CH:12]3[CH2:17][CH2:16][CH:15]([CH2:18][OH:19])[CH2:14][CH2:13]3)=[N:9][C:10]=2I)[CH:5]=[CH:6][N:7]=1.[CH3:20][C:21]1[C:30]2[C:25](=[CH:26][C:27](B3OC(C)(C)C(C)(C)C3)=[CH:28][CH:29]=2)[N:24]=[C:23]([C:40]2[CH:45]=[CH:44][CH:43]=[CH:42][CH:41]=2)[CH:22]=1.C(=O)([O-])[O-].[Cs+].[Cs+], predict the reaction product.